Task: Predict which catalyst facilitates the given reaction.. Dataset: Catalyst prediction with 721,799 reactions and 888 catalyst types from USPTO (1) Reactant: C(O)(=O)C.I[CH:6]([CH2:14][C:15]([F:27])([F:26])[C:16]([F:25])([F:24])[C:17]([F:23])([F:22])[C:18]([F:21])([F:20])[F:19])[CH2:7][CH2:8][CH2:9][CH2:10][CH2:11][CH2:12][OH:13]. Product: [F:22][C:17]([F:23])([C:18]([F:19])([F:20])[F:21])[C:16]([F:24])([F:25])[C:15]([F:27])([F:26])[CH2:14][CH2:6][CH2:7][CH2:8][CH2:9][CH2:10][CH2:11][CH2:12][OH:13]. The catalyst class is: 490. (2) Reactant: Br[C:2]1[C:6]([Br:7])=[CH:5][S:4][CH:3]=1.[Li]CCCC.[Cl:13][C:14]1[CH:15]=[C:16]([CH:19]=[CH:20][CH:21]=1)[CH:17]=[O:18]. The catalyst class is: 28. Product: [Br:7][C:6]1[C:2]([CH:17]([C:16]2[CH:19]=[CH:20][CH:21]=[C:14]([Cl:13])[CH:15]=2)[OH:18])=[CH:3][S:4][CH:5]=1. (3) Reactant: [CH3:1][N:2]([CH3:21])[C:3]1([C:15]2[CH:20]=[CH:19][CH:18]=[CH:17][CH:16]=2)[CH2:8][CH2:7][C:6](=[O:9])[CH:5](C2SC=CC=2)[CH2:4]1.[CH:22]1[CH:23]=[CH:24][C:25]2[NH:30][CH:29]=[C:28]([CH2:31][CH2:32]O)[C:26]=2[CH:27]=1.C[Si](O[S:39]([C:42](F)(F)F)(=O)=O)(C)C.[OH-].[Na+]. Product: [CH3:1][N:2]([CH3:21])[C:3]1([C:15]2[CH:16]=[CH:17][CH:18]=[CH:19][CH:20]=2)[CH2:8][CH2:7][C:6]2([C:29]3[NH:30][C:25]4[C:26]([C:28]=3[CH2:31][CH2:32][O:9]2)=[CH:27][CH:22]=[CH:23][CH:24]=4)[CH:5]([S:39][C:42]2[CH:7]=[CH:8][CH:3]=[CH:4][CH:5]=2)[CH2:4]1. The catalyst class is: 4. (4) Reactant: [C:1]([C:3]1([C:6]2[CH:7]=[C:8]([CH:13]=[CH:14][CH:15]=2)[C:9]([O:11]C)=[O:10])[CH2:5][CH2:4]1)#[N:2].O.[OH-].[Li+].CO.O. Product: [C:1]([C:3]1([C:6]2[CH:7]=[C:8]([CH:13]=[CH:14][CH:15]=2)[C:9]([OH:11])=[O:10])[CH2:4][CH2:5]1)#[N:2]. The catalyst class is: 7. (5) The catalyst class is: 43. Product: [C:1]([O:5][C:6](=[O:34])[CH2:7][CH:8]([NH:13][S:14]([C:17]1[CH:22]=[CH:21][C:20]([NH2:23])=[CH:19][C:18]=1[OH:26])(=[O:15])=[O:16])[C:9]([NH:11][CH3:12])=[O:10])([CH3:4])([CH3:2])[CH3:3]. Reactant: [C:1]([O:5][C:6](=[O:34])[CH2:7][CH:8]([NH:13][S:14]([C:17]1[CH:22]=[CH:21][C:20]([N+:23]([O-])=O)=[CH:19][C:18]=1[O:26]CC1C=CC=CC=1)(=[O:16])=[O:15])[C:9]([NH:11][CH3:12])=[O:10])([CH3:4])([CH3:3])[CH3:2].C1COCC1. (6) Reactant: [NH2:1][CH2:2][CH2:3][O:4][CH2:5][CH2:6][O:7][CH2:8][CH2:9][O:10][CH2:11][CH2:12][O:13][C:14]1[CH:19]=[CH:18][C:17]([NH:20][C:21]2[N:26]=[C:25]([NH:27][CH2:28][CH2:29][CH2:30][N:31]([CH3:38])[C:32]([CH:34]3[CH2:37][CH2:36][CH2:35]3)=[O:33])[C:24]([Br:39])=[CH:23][N:22]=2)=[CH:16][CH:15]=1.[O:40]=[C:41]1[CH:46]([N:47]2[C:55](=[O:56])[C:54]3[C:49](=[CH:50][CH:51]=[CH:52][C:53]=3F)[C:48]2=[O:58])[CH2:45][CH2:44][C:43](=[O:59])[NH:42]1.C(N(C(C)C)C(C)C)C. Product: [Br:39][C:24]1[C:25]([NH:27][CH2:28][CH2:29][CH2:30][N:31]([CH3:38])[C:32]([CH:34]2[CH2:37][CH2:36][CH2:35]2)=[O:33])=[N:26][C:21]([NH:20][C:17]2[CH:18]=[CH:19][C:14]([O:13][CH2:12][CH2:11][O:10][CH2:9][CH2:8][O:7][CH2:6][CH2:5][O:4][CH2:3][CH2:2][NH:1][C:50]3[CH:51]=[CH:52][CH:53]=[C:54]4[C:49]=3[C:48](=[O:58])[N:47]([CH:46]3[CH2:45][CH2:44][C:43](=[O:59])[NH:42][C:41]3=[O:40])[C:55]4=[O:56])=[CH:15][CH:16]=2)=[N:22][CH:23]=1. The catalyst class is: 9. (7) Reactant: [CH3:1][O:2][C:3]1[CH:8]=[CH:7][N:6]=[C:5]([CH:9]=O)[CH:4]=1.Cl.N1C=CC=CC=1.[K+].[C:19]([O:25][CH3:26])(=[O:24])[CH2:20]C([O-])=O.N1CCCCC1. Product: [CH3:1][O:2][C:3]1[CH:8]=[CH:7][N:6]=[C:5]([CH:9]=[CH:20][C:19]([O:25][CH3:26])=[O:24])[CH:4]=1. The catalyst class is: 17. (8) Reactant: [Cl:1][C:2]1[C:3]([CH2:8][NH:9][C:10]([C@H:12]2[CH2:17][N:16]([C:18]([O:20][C:21]([CH3:24])([CH3:23])[CH3:22])=[O:19])[CH2:15][CH2:14][N:13]2[C:25]([O:27][C:28]([CH3:31])([CH3:30])[CH3:29])=[O:26])=O)=[N:4][CH:5]=[CH:6][N:7]=1.O=P(Cl)(Cl)Cl.CN(C=O)C.[NH4+].[OH-]. Product: [Cl:1][C:2]1[C:3]2[N:4]([C:10]([C@H:12]3[CH2:17][N:16]([C:18]([O:20][C:21]([CH3:22])([CH3:24])[CH3:23])=[O:19])[CH2:15][CH2:14][N:13]3[C:25]([O:27][C:28]([CH3:29])([CH3:31])[CH3:30])=[O:26])=[N:9][CH:8]=2)[CH:5]=[CH:6][N:7]=1. The catalyst class is: 25. (9) Reactant: Cl.[CH:2]1(/[CH:7]=[C:8](\[C:24]2[CH:29]=[CH:28][C:27]([S:30]([CH3:33])(=[O:32])=[O:31])=[CH:26][CH:25]=2)/[C:9]([NH:11][C:12]2[S:13][CH:14]=[C:15]([CH:17]3[CH2:21][O:20]C(C)(C)[O:18]3)[N:16]=2)=[O:10])[CH2:6][CH2:5][CH2:4][CH2:3]1. Product: [CH:2]1(/[CH:7]=[C:8](\[C:24]2[CH:29]=[CH:28][C:27]([S:30]([CH3:33])(=[O:32])=[O:31])=[CH:26][CH:25]=2)/[C:9]([NH:11][C:12]2[S:13][CH:14]=[C:15]([CH:17]([OH:18])[CH2:21][OH:20])[N:16]=2)=[O:10])[CH2:6][CH2:5][CH2:4][CH2:3]1. The catalyst class is: 1.